This data is from Kir2.1 potassium channel HTS with 301,493 compounds. The task is: Binary Classification. Given a drug SMILES string, predict its activity (active/inactive) in a high-throughput screening assay against a specified biological target. (1) The result is 1 (active). The drug is Fc1c(COc2c(CNc3cc4[nH]c(=O)[nH]c4cc3)cccc2OC)cccc1. (2) The molecule is s1c2c(cc1C(=O)N1CCc3c(C1)cccc3)COc1c2c(ccc1)C. The result is 0 (inactive). (3) The compound is s1c(C2N(N=C(C2)c2ccc(OC)cc2)C(=O)CCC(O)=O)ccc1. The result is 0 (inactive). (4) The drug is Clc1c(NP(=O)(c2sc3CCCCc3n2)c2ccccc2)cccc1. The result is 0 (inactive). (5) The molecule is O=c1n(C(C(=O)NNC2=c3c(=NC2=O)cccc3)C)cnc2c1cccc2. The result is 0 (inactive). (6) The drug is S(=O)(=O)(N(CC(=O)N1CCCCCC1)c1ccccc1)c1ccc(cc1)C. The result is 0 (inactive). (7) The drug is S(=O)(=O)(N1CCCC1)c1ccc(S(=O)(=O)N(C)C)cc1. The result is 0 (inactive). (8) The compound is Clc1cc(NC(=O)c2noc(c2[N+]([O-])=O)C)c(OC)cc1. The result is 0 (inactive).